This data is from Forward reaction prediction with 1.9M reactions from USPTO patents (1976-2016). The task is: Predict the product of the given reaction. (1) Given the reactants Br[C:2]1[CH:3]=[CH:4][C:5]2[C:6]3[N:15]([CH2:16][CH:17]([CH3:19])[CH3:18])[C:14]([CH2:20][CH2:21][CH2:22][CH3:23])=[N:13][C:7]=3[C:8]([NH2:12])=[N:9][C:10]=2[CH:11]=1.[CH2:24]([O:27][C:28]1[CH:33]=[CH:32][CH:31]=[CH:30][C:29]=1B(O)O)[CH2:25][CH3:26], predict the reaction product. The product is: [CH2:20]([C:14]1[N:15]([CH2:16][CH:17]([CH3:19])[CH3:18])[C:6]2[C:5]3[CH:4]=[CH:3][C:2]([C:29]4[CH:30]=[CH:31][CH:32]=[CH:33][C:28]=4[O:27][CH2:24][CH2:25][CH3:26])=[CH:11][C:10]=3[N:9]=[C:8]([NH2:12])[C:7]=2[N:13]=1)[CH2:21][CH2:22][CH3:23]. (2) Given the reactants ClN1C(=O)CCC1=O.[Br:9][C:10]1[C:19]2[C:14](=[CH:15][CH:16]=[CH:17][CH:18]=2)[C:13]([CH:20]=[N:21][OH:22])=[CH:12][CH:11]=1.[F:23][C:24]([F:42])([F:41])[C:25]1[CH:30]=[C:29]([C:31]([C:33]([F:36])([F:35])[F:34])=[CH2:32])[CH:28]=[C:27]([C:37]([F:40])([F:39])[F:38])[CH:26]=1.C(N(CC)CC)C, predict the reaction product. The product is: [F:23][C:24]([F:41])([F:42])[C:25]1[CH:30]=[C:29]([C:31]2([C:33]([F:36])([F:35])[F:34])[O:22][N:21]=[C:20]([C:13]3[C:14]4[C:19](=[CH:18][CH:17]=[CH:16][CH:15]=4)[C:10]([Br:9])=[CH:11][CH:12]=3)[CH2:32]2)[CH:28]=[C:27]([C:37]([F:38])([F:39])[F:40])[CH:26]=1. (3) The product is: [CH3:71][O:70][C:67]1[CH:66]=[CH:65][C:64]([CH2:63][N:52]2[C:48]3=[N:49][CH:50]=[CH:51][C:46]([O:45][C:44]4[CH:72]=[CH:73][C:41]([NH:40][C:26]([CH:21]5[CH2:22][CH2:23][CH2:24][CH2:25][N:19]([C:16]6[CH:15]=[CH:14][C:13]([F:12])=[CH:18][CH:17]=6)[C:20]5=[O:29])=[O:28])=[CH:42][C:43]=4[F:74])=[C:47]3[C:54]([NH:55][CH:56]3[CH2:61][CH2:60][N:59]([CH3:62])[CH2:58][CH2:57]3)=[N:53]2)=[CH:69][CH:68]=1. Given the reactants CCN=C=NCCCN(C)C.[F:12][C:13]1[CH:18]=[CH:17][C:16]([N:19]2[CH2:25][CH2:24][CH2:23][CH2:22][CH:21]([C:26]([OH:28])=O)[C:20]2=[O:29])=[CH:15][CH:14]=1.C1C=CC2N(O)N=NC=2C=1.[NH2:40][C:41]1[CH:73]=[CH:72][C:44]([O:45][C:46]2[CH:51]=[CH:50][N:49]=[C:48]3[N:52]([CH2:63][C:64]4[CH:69]=[CH:68][C:67]([O:70][CH3:71])=[CH:66][CH:65]=4)[N:53]=[C:54]([NH:55][CH:56]4[CH2:61][CH2:60][N:59]([CH3:62])[CH2:58][CH2:57]4)[C:47]=23)=[C:43]([F:74])[CH:42]=1.C(N(CC)CC)C, predict the reaction product.